From a dataset of Full USPTO retrosynthesis dataset with 1.9M reactions from patents (1976-2016). Predict the reactants needed to synthesize the given product. (1) Given the product [NH2:35][C@:31]1([CH2:32][OH:33])[CH2:37][CH2:38][C@H:29]([C:24]2[CH:23]=[CH:22][C:21]3[CH2:20][C@@H:19]([CH2:18][CH2:17][S:5][CH2:1][CH:2]([CH3:4])[CH3:3])[CH2:28][CH2:27][C:26]=3[CH:25]=2)[CH2:30]1, predict the reactants needed to synthesize it. The reactants are: [CH2:1]([SH:5])[CH:2]([CH3:4])[CH3:3].CC1C=CC(S(O[CH2:17][CH2:18][C@H:19]2[CH2:28][CH2:27][C:26]3[C:21](=[CH:22][CH:23]=[C:24]([C@H:29]4[CH2:38][CH2:37][C@@:31]5([NH:35]C(=O)[O:33][CH2:32]5)[CH2:30]4)[CH:25]=3)[CH2:20]2)(=O)=O)=CC=1.[OH-].[Na+]. (2) Given the product [O:1]1[CH2:5][CH2:4][O:3][CH:2]1[CH2:6][C:7]1[CH:15]=[CH:14][C:10]([C:11]2[NH:40][C:39]3[CH:38]=[CH:37][CH:36]=[C:32]([C:33]([NH2:35])=[O:34])[C:31]=3[N:30]=2)=[CH:9][CH:8]=1, predict the reactants needed to synthesize it. The reactants are: [O:1]1[CH2:5][CH2:4][O:3][CH:2]1[CH2:6][C:7]1[CH:15]=[CH:14][C:10]([C:11](O)=O)=[CH:9][CH:8]=1.C(N1C=CN=C1)(N1C=CN=C1)=O.Cl.Cl.[NH2:30][C:31]1[C:39]([NH2:40])=[CH:38][CH:37]=[CH:36][C:32]=1[C:33]([NH2:35])=[O:34]. (3) The reactants are: C[O:2][C:3]1[CH:4]=[C:5]2[C:10](=[CH:11][CH:12]=1)[C:9]([O:13][C:14]1[CH:19]=[CH:18][C:17](/[CH:20]=[CH:21]/[C:22]([OH:24])=[O:23])=[CH:16][CH:15]=1)=[C:8]([C:25]1[CH:30]=[CH:29][CH:28]=[CH:27][CH:26]=1)[C:7]([CH2:31][CH2:32][CH2:33][CH2:34][CH3:35])=[CH:6]2.B(Br)(Br)Br. Given the product [OH:2][C:3]1[CH:4]=[C:5]2[C:10](=[CH:11][CH:12]=1)[C:9]([O:13][C:14]1[CH:15]=[CH:16][C:17](/[CH:20]=[CH:21]/[C:22]([OH:24])=[O:23])=[CH:18][CH:19]=1)=[C:8]([C:25]1[CH:26]=[CH:27][CH:28]=[CH:29][CH:30]=1)[C:7]([CH2:31][CH2:32][CH2:33][CH2:34][CH3:35])=[CH:6]2, predict the reactants needed to synthesize it. (4) The reactants are: [Br:1][C:2]1[CH:9]=[CH:8][C:5]([CH2:6]Br)=[CH:4][CH:3]=1.[CH3:10][N:11]([CH3:18])[CH:12]1[CH2:17][CH2:16][NH:15][CH2:14][CH2:13]1.C(N(CC)CC)C. Given the product [Br:1][C:2]1[CH:9]=[CH:8][C:5]([CH2:6][N:15]2[CH2:16][CH2:17][CH:12]([N:11]([CH3:18])[CH3:10])[CH2:13][CH2:14]2)=[CH:4][CH:3]=1, predict the reactants needed to synthesize it. (5) The reactants are: [CH:1]([C:3]1[S:4][CH:5]=[CH:6][C:7]=1B(O)O)=[O:2].Br[C:12]1[CH:16]=[CH:15]S[C:13]=1[CH:17]1OCCO1.[CH2:22]([Li])CCC.B(OCCCC)(OCCCC)OCCCC. Given the product [C:13]1([C:7]2[CH:6]=[CH:5][S:4][C:3]=2[CH:1]=[O:2])[CH:12]=[CH:16][CH:15]=[CH:22][CH:17]=1, predict the reactants needed to synthesize it. (6) Given the product [CH3:1][C:2]1[CH:3]=[C:4]([C:9]2[CH:10]=[CH:11][CH:12]=[C:13]3[C:17]=2[CH2:16][C:15]([CH2:25][CH:2]2[CH2:3][CH2:4][CH2:5][CH2:6][CH2:7]2)=[CH:14]3)[CH:5]=[C:6]([CH3:8])[CH:7]=1, predict the reactants needed to synthesize it. The reactants are: [CH3:1][C:2]1[CH:3]=[C:4]([C:9]2[CH:10]=[CH:11][CH:12]=[C:13]3[C:17]=2[C:16](=O)[C:15]([CH3:25])(C2CCCCC2)[CH2:14]3)[CH:5]=[C:6]([CH3:8])[CH:7]=1.[BH4-].[Na+].CO.S(=O)(=O)(O)O. (7) The reactants are: [Cl:1][C:2]1[CH:7]=[CH:6][C:5]([NH:8][C:9]2[S:10][CH:11]=[CH:12][N:13]=2)=[CH:4][C:3]=1[OH:14].[CH3:15][C:16]([CH3:21])=[CH:17][CH:18](O)[CH3:19].C1C=CC(P(C2C=CC=CC=2)C2C=CC=CC=2)=CC=1.CCOC(/N=N/C(OCC)=O)=O. Given the product [Cl:1][C:2]1[CH:7]=[CH:6][C:5]([NH:8][C:9]2[S:10][CH:11]=[CH:12][N:13]=2)=[CH:4][C:3]=1[O:14][CH:18]([CH:17]=[C:16]([CH3:21])[CH3:15])[CH3:19], predict the reactants needed to synthesize it. (8) Given the product [C:24]([O:14][CH2:13][CH:8]([C:6]([O:5][C:1]([CH3:2])([CH3:4])[CH3:3])=[O:7])[C:9]([O:11][CH3:12])=[O:10])(=[O:26])[CH3:25], predict the reactants needed to synthesize it. The reactants are: [C:1]([O:5][C:6]([CH:8]([CH2:13][OH:14])[C:9]([O:11][CH3:12])=[O:10])=[O:7])([CH3:4])([CH3:3])[CH3:2].CCN(C(C)C)C(C)C.[C:24](OC(=O)C)(=[O:26])[CH3:25]. (9) Given the product [ClH:25].[CH3:32][O:31][C:27]1[CH:26]=[C:23]([CH:22]=[C:21]([O:20][CH3:19])[C:28]=1[O:29][CH3:30])[CH2:24][S:18][C:9]1[NH:8][C@H:7]([C:1]2[CH:2]=[CH:3][CH:4]=[CH:5][CH:6]=2)[C@H:11]([C:12]2[CH:13]=[CH:14][CH:15]=[CH:16][CH:17]=2)[N:10]=1, predict the reactants needed to synthesize it. The reactants are: [C:1]1([C@H:7]2[C@@H:11]([C:12]3[CH:17]=[CH:16][CH:15]=[CH:14][CH:13]=3)[NH:10][C:9](=[S:18])[NH:8]2)[CH:6]=[CH:5][CH:4]=[CH:3][CH:2]=1.[CH3:19][O:20][C:21]1[CH:22]=[C:23]([CH:26]=[C:27]([O:31][CH3:32])[C:28]=1[O:29][CH3:30])[CH2:24][Cl:25]. (10) Given the product [F:32][C:28]1[CH:27]=[C:26]2[C:31]([C:23]([C:21]3[CH:20]=[CH:19][C:18]4[O:7][C:5]([CH2:4][CH2:3][S:2][CH3:1])=[N:16][C:17]=4[CH:22]=3)=[CH:24][N:25]2[S:33]([C:36]2[CH:37]=[CH:38][CH:39]=[CH:40][CH:41]=2)(=[O:35])=[O:34])=[CH:30][CH:29]=1, predict the reactants needed to synthesize it. The reactants are: [CH3:1][S:2][CH2:3][CH2:4][C:5]([OH:7])=O.ClC(OCC(C)C)=O.[NH2:16][C:17]1[CH:22]=[C:21]([C:23]2[C:31]3[C:26](=[CH:27][C:28]([F:32])=[CH:29][CH:30]=3)[N:25]([S:33]([C:36]3[CH:41]=[CH:40][CH:39]=[CH:38][CH:37]=3)(=[O:35])=[O:34])[CH:24]=2)[CH:20]=[CH:19][C:18]=1O.